From a dataset of Full USPTO retrosynthesis dataset with 1.9M reactions from patents (1976-2016). Predict the reactants needed to synthesize the given product. Given the product [CH2:15]([O:16][C:17]([C:19]1[S:20][CH:11]=[C:10]([C:7]2[CH:8]=[CH:9][C:4]([NH2:1])=[CH:5][CH:6]=2)[N:21]=1)=[O:18])[CH3:14], predict the reactants needed to synthesize it. The reactants are: [N+:1]([C:4]1[CH:9]=[CH:8][C:7]([C:10](=O)[CH2:11]Br)=[CH:6][CH:5]=1)([O-])=O.[CH3:14][CH2:15][O:16][C:17]([C:19]([NH2:21])=[S:20])=[O:18].